Task: Regression. Given two drug SMILES strings and cell line genomic features, predict the synergy score measuring deviation from expected non-interaction effect.. Dataset: NCI-60 drug combinations with 297,098 pairs across 59 cell lines (1) Drug 1: CC1=CC2C(CCC3(C2CCC3(C(=O)C)OC(=O)C)C)C4(C1=CC(=O)CC4)C. Drug 2: C1=NC2=C(N1)C(=S)N=C(N2)N. Cell line: SK-MEL-5. Synergy scores: CSS=16.1, Synergy_ZIP=1.33, Synergy_Bliss=-0.0641, Synergy_Loewe=-29.0, Synergy_HSA=-3.52. (2) Drug 1: C1=C(C(=O)NC(=O)N1)N(CCCl)CCCl. Drug 2: CC1C(C(=O)NC(C(=O)N2CCCC2C(=O)N(CC(=O)N(C(C(=O)O1)C(C)C)C)C)C(C)C)NC(=O)C3=C4C(=C(C=C3)C)OC5=C(C(=O)C(=C(C5=N4)C(=O)NC6C(OC(=O)C(N(C(=O)CN(C(=O)C7CCCN7C(=O)C(NC6=O)C(C)C)C)C)C(C)C)C)N)C. Cell line: SK-MEL-2. Synergy scores: CSS=8.52, Synergy_ZIP=0.784, Synergy_Bliss=7.11, Synergy_Loewe=2.70, Synergy_HSA=4.01.